Dataset: NCI-60 drug combinations with 297,098 pairs across 59 cell lines. Task: Regression. Given two drug SMILES strings and cell line genomic features, predict the synergy score measuring deviation from expected non-interaction effect. (1) Drug 1: CN1C(=O)N2C=NC(=C2N=N1)C(=O)N. Drug 2: CC1=C(C(=CC=C1)Cl)NC(=O)C2=CN=C(S2)NC3=CC(=NC(=N3)C)N4CCN(CC4)CCO. Cell line: NCIH23. Synergy scores: CSS=36.6, Synergy_ZIP=-5.91, Synergy_Bliss=-4.28, Synergy_Loewe=-2.98, Synergy_HSA=-2.04. (2) Drug 1: CCCS(=O)(=O)NC1=C(C(=C(C=C1)F)C(=O)C2=CNC3=C2C=C(C=N3)C4=CC=C(C=C4)Cl)F. Drug 2: COC1=C2C(=CC3=C1OC=C3)C=CC(=O)O2. Cell line: KM12. Synergy scores: CSS=0.504, Synergy_ZIP=13.1, Synergy_Bliss=20.8, Synergy_Loewe=4.77, Synergy_HSA=4.77. (3) Drug 1: C1C(C(OC1N2C=NC3=C(N=C(N=C32)Cl)N)CO)O. Drug 2: CC1CCC2CC(C(=CC=CC=CC(CC(C(=O)C(C(C(=CC(C(=O)CC(OC(=O)C3CCCCN3C(=O)C(=O)C1(O2)O)C(C)CC4CCC(C(C4)OC)O)C)C)O)OC)C)C)C)OC. Cell line: SR. Synergy scores: CSS=25.8, Synergy_ZIP=6.00, Synergy_Bliss=7.58, Synergy_Loewe=-28.3, Synergy_HSA=2.11. (4) Drug 1: CNC(=O)C1=CC=CC=C1SC2=CC3=C(C=C2)C(=NN3)C=CC4=CC=CC=N4. Drug 2: C1CCC(CC1)NC(=O)N(CCCl)N=O. Cell line: SNB-75. Synergy scores: CSS=30.9, Synergy_ZIP=-6.86, Synergy_Bliss=1.11, Synergy_Loewe=1.79, Synergy_HSA=1.82. (5) Drug 1: CC1C(C(CC(O1)OC2CC(CC3=C2C(=C4C(=C3O)C(=O)C5=C(C4=O)C(=CC=C5)OC)O)(C(=O)CO)O)N)O.Cl. Drug 2: CC1C(C(CC(O1)OC2CC(CC3=C2C(=C4C(=C3O)C(=O)C5=C(C4=O)C(=CC=C5)OC)O)(C(=O)CO)O)N)O.Cl. Cell line: CAKI-1. Synergy scores: CSS=40.9, Synergy_ZIP=-5.73, Synergy_Bliss=-3.64, Synergy_Loewe=-0.950, Synergy_HSA=0.261. (6) Drug 1: CC1=C(C=C(C=C1)NC(=O)C2=CC=C(C=C2)CN3CCN(CC3)C)NC4=NC=CC(=N4)C5=CN=CC=C5. Drug 2: CC=C1C(=O)NC(C(=O)OC2CC(=O)NC(C(=O)NC(CSSCCC=C2)C(=O)N1)C(C)C)C(C)C. Cell line: NCI-H322M. Synergy scores: CSS=-5.90, Synergy_ZIP=4.94, Synergy_Bliss=-0.679, Synergy_Loewe=-32.9, Synergy_HSA=-13.0.